Dataset: Reaction yield outcomes from USPTO patents with 853,638 reactions. Task: Predict the reaction yield, written as a fraction of the theoretical maximum amount of product (1.0 means a 100% yield; for example, 0.34 means a 34% yield). (1) The reactants are [Br:1][C:2]1[CH:11]=[C:10]2[C:5]([C:6]([Cl:14])=[CH:7][C:8]([Cl:13])=[N+:9]2[O-])=[CH:4][C:3]=1[Cl:15]. The catalyst is O=P(Cl)(Cl)Cl. The product is [Br:1][C:2]1[CH:11]=[C:10]2[C:5]([C:6]([Cl:14])=[CH:7][C:8]([Cl:13])=[N:9]2)=[CH:4][C:3]=1[Cl:15]. The yield is 0.840. (2) The reactants are [CH:1]1([N:5]2[CH2:10][CH2:9][N:8]([C:11]([C:13]3[CH:14]=[C:15]4[C:19](=[CH:20][CH:21]=3)[NH:18][C:17]([C:22]([N:24]3[CH2:29][CH2:28][C:27]([F:31])([F:30])[CH2:26][CH2:25]3)=[O:23])=[CH:16]4)=[O:12])[CH2:7][CH2:6]2)[CH2:4][CH2:3][CH2:2]1.[Cl:32][C:33]1[CH:38]=[C:37](B(O)O)[CH:36]=[CH:35][N:34]=1.N1C=CC=CC=1. The catalyst is ClCCl.C([O-])(=O)C.[Cu+2].C([O-])(=O)C. The product is [Cl:32][C:33]1[CH:38]=[C:37]([N:18]2[C:19]3[C:15](=[CH:14][C:13]([C:11]([N:8]4[CH2:7][CH2:6][N:5]([CH:1]5[CH2:2][CH2:3][CH2:4]5)[CH2:10][CH2:9]4)=[O:12])=[CH:21][CH:20]=3)[CH:16]=[C:17]2[C:22]([N:24]2[CH2:25][CH2:26][C:27]([F:30])([F:31])[CH2:28][CH2:29]2)=[O:23])[CH:36]=[CH:35][N:34]=1. The yield is 0.100. (3) The reactants are [F:1][C:2]1[C:7]([F:8])=[CH:6][CH:5]=[CH:4][C:3]=1[C@:9]1([CH2:28][F:29])[CH2:14][C@@H:13]([C:15]([F:18])([F:17])[F:16])[O:12][C:11]([NH:19]C(=O)C2C=CC=CC=2)=[N:10]1.N12CCCN=C1CCCCC2. The catalyst is CO. The product is [F:1][C:2]1[C:7]([F:8])=[CH:6][CH:5]=[CH:4][C:3]=1[C@:9]1([CH2:28][F:29])[CH2:14][C@@H:13]([C:15]([F:16])([F:17])[F:18])[O:12][C:11]([NH2:19])=[N:10]1. The yield is 0.980. (4) The reactants are Br[C:2]1[CH:10]=[C:9]2[C:5]([C:6]([C:24]3[CH:33]=[CH:32][C:27]([C:28]([O:30][CH3:31])=[O:29])=[CH:26][C:25]=3[F:34])=[N:7][N:8]2[C:11](=[O:23])[C:12]2[C:17]([C:18]([F:21])([F:20])[F:19])=[CH:16][CH:15]=[CH:14][C:13]=2[Cl:22])=[CH:4][CH:3]=1.[B:35]1([B:35]2[O:39][C:38]([CH3:41])([CH3:40])[C:37]([CH3:43])([CH3:42])[O:36]2)[O:39][C:38]([CH3:41])([CH3:40])[C:37]([CH3:43])([CH3:42])[O:36]1.CC([O-])=O.[K+]. The catalyst is O1CCOCC1.CCOC(C)=O.C1C=CC(P(C2C=CC=CC=2)[C-]2C=CC=C2)=CC=1.C1C=CC(P(C2C=CC=CC=2)[C-]2C=CC=C2)=CC=1.Cl[Pd]Cl.[Fe+2]. The product is [Cl:22][C:13]1[CH:14]=[CH:15][CH:16]=[C:17]([C:18]([F:19])([F:20])[F:21])[C:12]=1[C:11]([N:8]1[C:9]2[C:5](=[CH:4][CH:3]=[C:2]([B:35]3[O:39][C:38]([CH3:41])([CH3:40])[C:37]([CH3:43])([CH3:42])[O:36]3)[CH:10]=2)[C:6]([C:24]2[CH:33]=[CH:32][C:27]([C:28]([O:30][CH3:31])=[O:29])=[CH:26][C:25]=2[F:34])=[N:7]1)=[O:23]. The yield is 0.710. (5) The reactants are FC(F)(F)[C:3]([C:5]1[C:13]2[C:8](=[C:9]([CH3:15])[C:10]([F:14])=[CH:11][CH:12]=2)[N:7]([CH2:16][CH2:17][O:18][CH3:19])[CH:6]=1)=[O:4].[OH-:22].[Na+].Cl. No catalyst specified. The product is [F:14][C:10]1[C:9]([CH3:15])=[C:8]2[C:13]([C:5]([C:3]([OH:4])=[O:22])=[CH:6][N:7]2[CH2:16][CH2:17][O:18][CH3:19])=[CH:12][CH:11]=1. The yield is 0.950. (6) The reactants are [CH2:1]([NH:13][C:14]([C:16]1[C:17]([C:21]([OH:23])=O)=[CH:18][S:19][CH:20]=1)=[O:15])[CH2:2][CH2:3][CH2:4][CH2:5][CH2:6][CH2:7][CH2:8][CH2:9][CH2:10][CH2:11][CH3:12].S(Cl)(Cl)=O. The catalyst is C(Cl)Cl. The product is [CH2:1]([N:13]1[C:14](=[O:15])[C:16]2=[CH:20][S:19][CH:18]=[C:17]2[C:21]1=[O:23])[CH2:2][CH2:3][CH2:4][CH2:5][CH2:6][CH2:7][CH2:8][CH2:9][CH2:10][CH2:11][CH3:12]. The yield is 0.900. (7) The reactants are [CH2:1]([O:3][C:4]([C:6]1[C:7](=[O:18])[NH:8][N:9]=[C:10]([C:13]2[S:14][CH:15]=[CH:16][CH:17]=2)[C:11]=1[OH:12])=[O:5])[CH3:2].[H-].[Na+].I[CH2:22][CH2:23][C:24]([CH3:27])([CH3:26])[CH3:25]. The catalyst is CN(C)C=O.C(OCC)(=O)C. The product is [CH2:1]([O:3][C:4]([C:6]1[C:7](=[O:18])[N:8]([CH2:22][CH2:23][C:24]([CH3:27])([CH3:26])[CH3:25])[N:9]=[C:10]([C:13]2[S:14][CH:15]=[CH:16][CH:17]=2)[C:11]=1[OH:12])=[O:5])[CH3:2]. The yield is 0.890. (8) The reactants are [NH2:1][C:2]1[CH:7]=[CH:6][C:5]([CH3:8])=[CH:4][CH:3]=1.[CH3:9][C:10]([CH3:14])(O)[C:11]#[N:12]. No catalyst specified. The product is [CH3:9][C:10]([NH:1][C:2]1[CH:7]=[CH:6][C:5]([CH3:8])=[CH:4][CH:3]=1)([CH3:14])[C:11]#[N:12]. The yield is 0.990. (9) The reactants are [Cl:1][C:2]1[CH:7]=[CH:6][CH:5]=[CH:4][C:3]=1[N:8]1[C:16]2[CH2:15][CH2:14][N:13]([N:17]3[CH2:22][CH2:21][CH2:20][CH2:19][CH2:18]3)[C:12](=[O:23])[C:11]=2[C:10]([CH3:24])=[CH:9]1.C1C(=O)N([Br:32])C(=O)C1.O. The catalyst is CN(C=O)C. The product is [Br:32][C:9]1[N:8]([C:3]2[CH:4]=[CH:5][CH:6]=[CH:7][C:2]=2[Cl:1])[C:16]2[CH2:15][CH2:14][N:13]([N:17]3[CH2:18][CH2:19][CH2:20][CH2:21][CH2:22]3)[C:12](=[O:23])[C:11]=2[C:10]=1[CH3:24]. The yield is 0.840.